Dataset: Forward reaction prediction with 1.9M reactions from USPTO patents (1976-2016). Task: Predict the product of the given reaction. (1) The product is: [Si:19]([O:18][CH2:17][CH2:16][NH:15][C:14]([C:12]1[N:13]=[C:9]([N:7]2[CH2:6][CH:5]([S:4][C:48]3[C@H:49]([CH3:72])[C@@H:50]4[C@@H:67]([C@H:68]([OH:70])[CH3:69])[C:66](=[O:71])[N:51]4[C:52]=3[C:53]([O:55][CH2:56][C:57]3[CH:58]=[CH:59][C:60]([N+:63]([O-:65])=[O:64])=[CH:61][CH:62]=3)=[O:54])[CH2:8]2)[S:10][CH:11]=1)=[O:26])([C:22]([CH3:23])([CH3:24])[CH3:25])([CH3:20])[CH3:21]. Given the reactants C([S:4][CH:5]1[CH2:8][N:7]([C:9]2[S:10][CH:11]=[C:12]([C:14](=[O:26])[NH:15][CH2:16][CH2:17][O:18][Si:19]([C:22]([CH3:25])([CH3:24])[CH3:23])([CH3:21])[CH3:20])[N:13]=2)[CH2:6]1)(=O)C.C(O)(=O)C.NN.C1(P(O[C:48]2[C@H:49]([CH3:72])[C@H:50]3[C@@H:67]([C@H:68]([OH:70])[CH3:69])[C:66](=[O:71])[N:51]3[C:52]=2[C:53]([O:55][CH2:56][C:57]2[CH:62]=[CH:61][C:60]([N+:63]([O-:65])=[O:64])=[CH:59][CH:58]=2)=[O:54])(C2C=CC=CC=2)=O)C=CC=CC=1.C(N(C(C)C)CC)(C)C.C(=O)([O-])O.[Na+], predict the reaction product. (2) Given the reactants [Cl:1][C:2]1[CH:7]=[CH:6][CH:5]=[C:4]([Cl:8])[C:3]=1[CH2:9][S:10]([C:13]1[CH:14]=[C:15]2[C:19](=[CH:20][CH:21]=1)[NH:18][C:17](=[O:22])/[C:16]/2=[CH:23]\[C:24]1[NH:28][C:27]([CH3:29])=[C:26]([C:30](O)=[O:31])[C:25]=1[CH3:33])(=[O:12])=[O:11].C1C=CC2N(O)N=NC=2C=1.CCN=C=NCCCN(C)C.Cl.[NH:56]1[CH2:60][CH2:59][CH2:58][C@H:57]1[CH2:61][OH:62], predict the reaction product. The product is: [Cl:8][C:4]1[CH:5]=[CH:6][CH:7]=[C:2]([Cl:1])[C:3]=1[CH2:9][S:10]([C:13]1[CH:14]=[C:15]2[C:19](=[CH:20][CH:21]=1)[NH:18][C:17](=[O:22])/[C:16]/2=[CH:23]\[C:24]1[NH:28][C:27]([CH3:29])=[C:26]([C:30]([N:56]2[CH2:60][CH2:59][CH2:58][C@@H:57]2[CH2:61][OH:62])=[O:31])[C:25]=1[CH3:33])(=[O:12])=[O:11]. (3) The product is: [C:1]([O:5][C:6]([NH:8][C@:9]([CH3:17])([C:10]([N:28]1[CH2:29][CH2:30][CH2:31][C@H:27]1[C:26]([NH:25][CH2:24][C:23]1[CH:33]=[C:19]([Cl:18])[CH:20]=[CH:21][C:22]=1[N:34]1[CH:38]=[N:37][N:36]=[N:35]1)=[O:32])=[O:12])[CH2:13][CH:14]([CH3:16])[CH3:15])=[O:7])([CH3:2])([CH3:3])[CH3:4]. Given the reactants [C:1]([O:5][C:6]([NH:8][C:9]([CH3:17])([CH2:13][CH:14]([CH3:16])[CH3:15])[C:10]([OH:12])=O)=[O:7])([CH3:4])([CH3:3])[CH3:2].[Cl:18][C:19]1[CH:20]=[CH:21][C:22]([N:34]2[CH:38]=[N:37][N:36]=[N:35]2)=[C:23]([CH:33]=1)[CH2:24][NH:25][C:26](=[O:32])[C@@H:27]1[CH2:31][CH2:30][CH2:29][NH:28]1.C(Cl)CCl.C1C=NC2N(O)N=NC=2C=1.CCN(C(C)C)C(C)C, predict the reaction product. (4) Given the reactants FC1C=C([CH:9]([C:15]2[CH:20]=[CH:19][C:18]([C:21]3[CH:22]=[N:23][NH:24][CH:25]=3)=[CH:17][CH:16]=2)[CH2:10][C:11]([NH:13]C)=[O:12])C=CC=1F.[Cl:26][C:27]1[CH:28]=[C:29]([Mg]Br)[CH:30]=[CH:31][C:32]=1[Cl:33], predict the reaction product. The product is: [Cl:26][C:27]1[CH:28]=[C:29]([CH:9]([C:15]2[CH:16]=[CH:17][C:18]([C:21]3[CH:22]=[N:23][NH:24][CH:25]=3)=[CH:19][CH:20]=2)[CH2:10][C:11]([NH2:13])=[O:12])[CH:30]=[CH:31][C:32]=1[Cl:33]. (5) The product is: [OH:1][NH:2][C:3]([C:5]1[CH:6]=[C:7]([C:16]([OH:18])=[O:17])[CH:8]=[C:9]([C:11]([OH:13])=[O:12])[CH:10]=1)=[O:4]. Given the reactants [OH:1][NH:2][C:3]([C:5]1[CH:6]=[C:7]([C:16]([O:18]CC)=[O:17])[CH:8]=[C:9]([C:11]([O:13]CC)=[O:12])[CH:10]=1)=[O:4].[OH-].[Na+], predict the reaction product. (6) The product is: [C:17]([O:16][C:14](=[O:15])[NH:13][CH:11]([C:10]1[CH:9]=[CH:8][C:4]([C:5](=[O:7])[NH:28][C:27]2[CH:26]=[CH:25][N:24]=[CH:23][C:22]=2[F:21])=[CH:3][C:2]=1[Br:1])[CH3:12])([CH3:20])([CH3:19])[CH3:18]. Given the reactants [Br:1][C:2]1[CH:3]=[C:4]([CH:8]=[CH:9][C:10]=1[CH:11]([NH:13][C:14]([O:16][C:17]([CH3:20])([CH3:19])[CH3:18])=[O:15])[CH3:12])[C:5]([OH:7])=O.[F:21][C:22]1[CH:23]=[N:24][CH:25]=[CH:26][C:27]=1[NH2:28], predict the reaction product.